Dataset: Reaction yield outcomes from USPTO patents with 853,638 reactions. Task: Predict the reaction yield, written as a fraction of the theoretical maximum amount of product (1.0 means a 100% yield; for example, 0.34 means a 34% yield). (1) The reactants are Br[C:2]1[C:3]([C:16]2[CH:21]=[CH:20][CH:19]=[CH:18][CH:17]=2)=[N:4][C:5]2[C:10]([N:11]=1)=[CH:9][C:8]([C:12]([O:14][CH3:15])=[O:13])=[CH:7][CH:6]=2.CC1(C)C(C)(C)OB(C2C=CC(N[C:37](=[O:43])[O:38][C:39]([CH3:42])([CH3:41])[CH3:40])=CC=2)O1.[CH:58]1(P([CH:58]2[CH2:63][CH2:62][CH2:61][CH2:60][CH2:59]2)[CH:58]2[CH2:63][CH2:62][CH2:61][CH2:60][CH2:59]2)[CH2:63][CH2:62][CH2:61][CH2:60][CH2:59]1.[O-]P([O-])([O-])=O.[K+].[K+].[K+]. The catalyst is C1C=CC(/C=C/C(/C=C/C2C=CC=CC=2)=O)=CC=1.C1C=CC(/C=C/C(/C=C/C2C=CC=CC=2)=O)=CC=1.C1C=CC(/C=C/C(/C=C/C2C=CC=CC=2)=O)=CC=1.[Pd].[Pd].O1CCOCC1. The product is [C:39]([O:38][C:37]([C:58]1[CH:59]=[CH:60][C:61]([C:2]2[C:3]([C:16]3[CH:21]=[CH:20][CH:19]=[CH:18][CH:17]=3)=[N:4][C:5]3[C:10]([N:11]=2)=[CH:9][C:8]([C:12]([O:14][CH3:15])=[O:13])=[CH:7][CH:6]=3)=[CH:62][CH:63]=1)=[O:43])([CH3:42])([CH3:41])[CH3:40]. The yield is 0.550. (2) The reactants are [ClH:1].Cl.NCCCC1N=C(N)NC=1.C(OC([N:20]1[CH:24]=[C:23]([CH2:25][CH2:26][CH2:27][C:28](=O)[NH:29]C2CCCC2)[N:22]=[C:21]1[NH2:36])=O)(C)(C)C. No catalyst specified. The product is [ClH:1].[ClH:1].[NH2:29][CH2:28][CH2:27][CH2:26][CH2:25][C:23]1[N:22]=[C:21]([NH2:36])[NH:20][CH:24]=1. The yield is 0.180. (3) The reactants are [C:1]([CH2:9][C:10]([O:12][CH2:13][CH3:14])=[O:11])(=[O:8])[C:2]1[CH:7]=[CH:6][CH:5]=[CH:4][CH:3]=1.N1CCCCC1.[CH3:21][O:22][C:23]1[CH:30]=[C:29]([O:31][CH3:32])C(C=O)=[C:25](O)[CH:24]=1. The catalyst is C(O)C. The product is [C:1]([C:9]1[C:10](=[O:11])[O:12][C:13]2[C:24]([CH:25]=1)=[C:23]([O:22][CH3:21])[CH:30]=[C:29]([O:31][CH3:32])[CH:14]=2)(=[O:8])[C:2]1[CH:7]=[CH:6][CH:5]=[CH:4][CH:3]=1. The yield is 0.780. (4) The catalyst is O1CCOCC1.O.C1C=CC(P(C2C=CC=CC=2)[C-]2C=CC=C2)=CC=1.C1C=CC(P(C2C=CC=CC=2)[C-]2C=CC=C2)=CC=1.Cl[Pd]Cl.[Fe+2]. The yield is 0.840. The reactants are Br[C:2]1[CH:3]=[C:4]2[C:8](=[C:9]([C:11]([NH2:13])=[O:12])[CH:10]=1)[NH:7][CH:6]=[C:5]2[CH2:14][CH:15]1[CH2:19][CH2:18][S:17](=[O:21])(=[O:20])[CH2:16]1.[C:22]1(B(O)O)[CH:27]=[CH:26][CH:25]=[CH:24][CH:23]=1.C(=O)([O-])[O-].[K+].[K+]. The product is [O:20]=[S:17]1(=[O:21])[CH2:18][CH2:19][CH:15]([CH2:14][C:5]2[C:4]3[C:8](=[C:9]([C:11]([NH2:13])=[O:12])[CH:10]=[C:2]([C:22]4[CH:27]=[CH:26][CH:25]=[CH:24][CH:23]=4)[CH:3]=3)[NH:7][CH:6]=2)[CH2:16]1. (5) The reactants are [C:1]([O:5][C:6]([NH:8][C@@H:9]1[C:23](=[O:24])[N:22]2[CH2:25][C@@H:26]([OH:28])[CH2:27][C@H:21]2[C:20](=[O:29])[NH:19][C@:18]2([C:31]([O:33][CH2:34][CH3:35])=[O:32])[CH2:30][C@H:17]2[CH:16]=[CH:15][CH2:14][CH2:13][CH2:12][CH2:11][CH2:10]1)=[O:7])([CH3:4])([CH3:3])[CH3:2].C1N2CCN(CC2)C1.[Br:44][C:45]1[CH:50]=[CH:49][C:48]([S:51](Cl)(=[O:53])=[O:52])=[CH:47][CH:46]=1. The catalyst is C1(C)C=CC=CC=1. The product is [Br:44][C:45]1[CH:50]=[CH:49][C:48]([S:51]([O:28][C@@H:26]2[CH2:25][N:22]3[C:23](=[O:24])[C@@H:9]([NH:8][C:6]([O:5][C:1]([CH3:4])([CH3:3])[CH3:2])=[O:7])[CH2:10][CH2:11][CH2:12][CH2:13][CH2:14][CH:15]=[CH:16][C@@H:17]4[CH2:30][C@@:18]4([C:31]([O:33][CH2:34][CH3:35])=[O:32])[NH:19][C:20](=[O:29])[C@@H:21]3[CH2:27]2)(=[O:53])=[O:52])=[CH:47][CH:46]=1. The yield is 0.870. (6) The reactants are [H-].[Al+3].[Li+].[H-].[H-].[H-].[CH3:7][C:8]1[NH:9][CH:10]=[C:11]([CH3:23])[C:12]=1[CH2:13][CH2:14][C:15]([N:17]1[CH2:22][CH2:21][O:20][CH2:19][CH2:18]1)=O. The catalyst is O1CCCC1.[OH-].[Na+]. The product is [CH3:7][C:8]1[NH:9][CH:10]=[C:11]([CH3:23])[C:12]=1[CH2:13][CH2:14][CH2:15][N:17]1[CH2:18][CH2:19][O:20][CH2:21][CH2:22]1. The yield is 0.790.